Dataset: Merck oncology drug combination screen with 23,052 pairs across 39 cell lines. Task: Regression. Given two drug SMILES strings and cell line genomic features, predict the synergy score measuring deviation from expected non-interaction effect. (1) Drug 1: Nc1ccn(C2OC(CO)C(O)C2(F)F)c(=O)n1. Drug 2: O=C(NOCC(O)CO)c1ccc(F)c(F)c1Nc1ccc(I)cc1F. Cell line: RPMI7951. Synergy scores: synergy=-3.62. (2) Drug 1: N#Cc1ccc(Cn2cncc2CN2CCN(c3cccc(Cl)c3)C(=O)C2)cc1. Drug 2: Cc1nc(Nc2ncc(C(=O)Nc3c(C)cccc3Cl)s2)cc(N2CCN(CCO)CC2)n1. Cell line: CAOV3. Synergy scores: synergy=23.0. (3) Drug 1: CN(Cc1cnc2nc(N)nc(N)c2n1)c1ccc(C(=O)NC(CCC(=O)O)C(=O)O)cc1. Drug 2: COC1=C2CC(C)CC(OC)C(O)C(C)C=C(C)C(OC(N)=O)C(OC)C=CC=C(C)C(=O)NC(=CC1=O)C2=O. Cell line: NCIH1650. Synergy scores: synergy=-14.6. (4) Drug 1: COc1cc(C2c3cc4c(cc3C(OC3OC5COC(C)OC5C(O)C3O)C3COC(=O)C23)OCO4)cc(OC)c1O. Drug 2: COC1=C2CC(C)CC(OC)C(O)C(C)C=C(C)C(OC(N)=O)C(OC)C=CC=C(C)C(=O)NC(=CC1=O)C2=O. Cell line: ZR751. Synergy scores: synergy=0.803. (5) Drug 1: NC1(c2ccc(-c3nc4ccn5c(=O)[nH]nc5c4cc3-c3ccccc3)cc2)CCC1. Drug 2: CCc1c2c(nc3ccc(O)cc13)-c1cc3c(c(=O)n1C2)COC(=O)C3(O)CC. Cell line: UWB1289. Synergy scores: synergy=15.0. (6) Drug 1: CS(=O)(=O)CCNCc1ccc(-c2ccc3ncnc(Nc4ccc(OCc5cccc(F)c5)c(Cl)c4)c3c2)o1. Drug 2: NC1CCCCC1N.O=C(O)C(=O)O.[Pt+2]. Cell line: OCUBM. Synergy scores: synergy=1.44.